From a dataset of Forward reaction prediction with 1.9M reactions from USPTO patents (1976-2016). Predict the product of the given reaction. (1) The product is: [ClH:10].[CH:1]([N:4]1[CH2:9][CH2:8][N:7]([C:11]2[CH:20]=[CH:19][C:18]3[CH:17]=[C:16]4[O:21][CH2:22][O:23][C:15]4=[CH:14][C:13]=3[N:12]=2)[CH2:6][CH2:5]1)([CH3:3])[CH3:2]. Given the reactants [CH:1]([N:4]1[CH2:9][CH2:8][NH:7][CH2:6][CH2:5]1)([CH3:3])[CH3:2].[Cl:10][C:11]1[CH:20]=[CH:19][C:18]2[CH:17]=[C:16]3[O:21][CH2:22][O:23][C:15]3=[CH:14][C:13]=2[N:12]=1, predict the reaction product. (2) Given the reactants [OH:1]OS([O-])=O.[K+].[CH3:7][S:8][C:9]1[CH:10]=[CH:11][C:12]([CH2:15][O:16][CH2:17][C@H:18]2[CH2:20][C@@H:19]2[CH:21]2[CH2:26][CH2:25][N:24]([C:27]([O:29][C:30]([CH3:33])([CH3:32])[CH3:31])=[O:28])[CH2:23][CH2:22]2)=[N:13][CH:14]=1.[OH2:34], predict the reaction product. The product is: [CH3:7][S:8]([C:9]1[CH:10]=[CH:11][C:12]([CH2:15][O:16][CH2:17][C@H:18]2[CH2:20][C@@H:19]2[CH:21]2[CH2:22][CH2:23][N:24]([C:27]([O:29][C:30]([CH3:33])([CH3:32])[CH3:31])=[O:28])[CH2:25][CH2:26]2)=[N:13][CH:14]=1)(=[O:1])=[O:34].